This data is from Forward reaction prediction with 1.9M reactions from USPTO patents (1976-2016). The task is: Predict the product of the given reaction. (1) The product is: [CH:1]([NH:4][C:5]1[N:10]=[C:9]([C:11]2[C:19]3[C:14](=[CH:15][CH:16]=[C:17]([C:20]4[S:24][N:23]=[C:22]([NH2:25])[N:21]=4)[CH:18]=3)[N:13]([S:35]([C:38]3[CH:39]=[CH:40][C:41]([CH3:42])=[CH:43][CH:44]=3)(=[O:36])=[O:37])[CH:12]=2)[CH:8]=[N:7][CH:6]=1)([CH3:3])[CH3:2]. Given the reactants [CH:1]([NH:4][C:5]1[N:10]=[C:9]([C:11]2[C:19]3[C:14](=[CH:15][CH:16]=[C:17]([C:20]4[S:24][N:23]=[C:22]([NH:25]CC5C=CC(OC)=CC=5)[N:21]=4)[CH:18]=3)[N:13]([S:35]([C:38]3[CH:44]=[CH:43][C:41]([CH3:42])=[CH:40][CH:39]=3)(=[O:37])=[O:36])[CH:12]=2)[CH:8]=[N:7][CH:6]=1)([CH3:3])[CH3:2], predict the reaction product. (2) The product is: [CH3:1][O:2][C:3](=[O:22])[C:4]1[CH:9]=[CH:8][CH:7]=[C:6]([S:10][C:11]2[C:19]3[C:14](=[CH:15][C:16]([Br:20])=[CH:17][CH:18]=3)[N:13]([CH2:25][C:26]3[CH:31]=[CH:30][CH:29]=[CH:28][CH:27]=3)[C:12]=2[CH3:21])[CH:5]=1. Given the reactants [CH3:1][O:2][C:3](=[O:22])[C:4]1[CH:9]=[CH:8][CH:7]=[C:6]([S:10][C:11]2[C:19]3[C:14](=[CH:15][C:16]([Br:20])=[CH:17][CH:18]=3)[NH:13][C:12]=2[CH3:21])[CH:5]=1.[H-].[Na+].[CH2:25](Br)[C:26]1[CH:31]=[CH:30][CH:29]=[CH:28][CH:27]=1, predict the reaction product. (3) Given the reactants C([O:3][C:4]([C:6]1[N:10]([CH:11]([CH3:13])[CH3:12])[C:9]([C:14]2[C:19]([NH:20][S:21]([C:24]3[CH:29]=[CH:28][C:27]([C:30]([CH3:33])([CH3:32])[CH3:31])=[CH:26][CH:25]=3)(=[O:23])=[O:22])=[CH:18][C:17]([Cl:34])=[CH:16][N:15]=2)=[N:8][N:7]=1)=O)C.[CH3:35][NH:36][CH3:37].[C-]#N.[K+], predict the reaction product. The product is: [CH3:35][N:36]([CH3:37])[C:4]([C:6]1[N:10]([CH:11]([CH3:13])[CH3:12])[C:9]([C:14]2[C:19]([NH:20][S:21]([C:24]3[CH:25]=[CH:26][C:27]([C:30]([CH3:31])([CH3:32])[CH3:33])=[CH:28][CH:29]=3)(=[O:23])=[O:22])=[CH:18][C:17]([Cl:34])=[CH:16][N:15]=2)=[N:8][N:7]=1)=[O:3]. (4) Given the reactants [OH:1][CH:2]1[C:7](OC)([O:8]C)[CH2:6][CH2:5][N:4]([C:12]([O:14][C:15]([CH3:18])([CH3:17])[CH3:16])=[O:13])[CH2:3]1.C1(C)C=CC(S(O)(=O)=O)=CC=1, predict the reaction product. The product is: [OH:1][CH:2]1[C:7](=[O:8])[CH2:6][CH2:5][N:4]([C:12]([O:14][C:15]([CH3:18])([CH3:17])[CH3:16])=[O:13])[CH2:3]1.